Task: Predict the product of the given reaction.. Dataset: Forward reaction prediction with 1.9M reactions from USPTO patents (1976-2016) Given the reactants C([O:3][C:4](=O)[C@@:5]([NH2:24])([CH2:22][CH3:23])[CH2:6][CH2:7][C:8]1[CH:13]=[CH:12][C:11]([O:14][CH2:15][CH2:16][CH2:17][CH2:18][CH2:19][CH2:20][CH3:21])=[CH:10][CH:9]=1)C.[BH3-][C:27]#N.[Na+], predict the reaction product. The product is: [CH2:22]([C@@:5]([NH:24][CH3:27])([CH2:6][CH2:7][C:8]1[CH:13]=[CH:12][C:11]([O:14][CH2:15][CH2:16][CH2:17][CH2:18][CH2:19][CH2:20][CH3:21])=[CH:10][CH:9]=1)[CH2:4][OH:3])[CH3:23].